Dataset: Peptide-MHC class I binding affinity with 185,985 pairs from IEDB/IMGT. Task: Regression. Given a peptide amino acid sequence and an MHC pseudo amino acid sequence, predict their binding affinity value. This is MHC class I binding data. The peptide sequence is MHYGYNRAN. The MHC is HLA-A02:03 with pseudo-sequence HLA-A02:03. The binding affinity (normalized) is 0.0847.